From a dataset of Reaction yield outcomes from USPTO patents with 853,638 reactions. Predict the reaction yield, written as a fraction of the theoretical maximum amount of product (1.0 means a 100% yield; for example, 0.34 means a 34% yield). (1) The reactants are [OH:1][CH2:2][CH2:3][CH2:4][C:5]([C:7]1[CH:12]=[CH:11][CH:10]=[CH:9][CH:8]=1)=[O:6].[C:13]([Si:17](Cl)([CH3:19])[CH3:18])([CH3:16])([CH3:15])[CH3:14].N1C=CN=C1. The catalyst is CN(C=O)C.C(OCC)C. The product is [Si:17]([O:1][CH2:2][CH2:3][CH2:4][C:5]([C:7]1[CH:12]=[CH:11][CH:10]=[CH:9][CH:8]=1)=[O:6])([C:13]([CH3:16])([CH3:15])[CH3:14])([CH3:19])[CH3:18]. The yield is 0.900. (2) The reactants are [Cl:1][C:2]1[CH:8]=[C:7]([O:9][C:10]2[C:11]3[N:18]([CH3:19])[CH:17]=[CH:16][C:12]=3[N:13]=[CH:14][N:15]=2)[CH:6]=[CH:5][C:3]=1[NH2:4].N1C=CC=CC=1.Cl[C:27](OC1C=CC=CC=1)=[O:28].[C:36]([C:40]1[CH:41]=[C:42]([CH:44]=[CH:45][CH:46]=1)[NH2:43])([CH3:39])([CH3:38])[CH3:37]. The yield is 0.520. The catalyst is CN(C)C(=O)C. The product is [C:36]([C:40]1[CH:41]=[C:42]([NH:43][C:27]([NH:4][C:3]2[CH:5]=[CH:6][C:7]([O:9][C:10]3[C:11]4[N:18]([CH3:19])[CH:17]=[CH:16][C:12]=4[N:13]=[CH:14][N:15]=3)=[CH:8][C:2]=2[Cl:1])=[O:28])[CH:44]=[CH:45][CH:46]=1)([CH3:39])([CH3:37])[CH3:38]. (3) The reactants are [Li+].[Cl-].FC(F)(F)S(O[C:9]1[CH2:10][CH2:11][N:12]([C:15]([O:17][C:18]([CH3:21])([CH3:20])[CH3:19])=[O:16])[CH2:13][CH:14]=1)(=O)=O.[F:24][C:25]([F:37])([F:36])[O:26][C:27]1[CH:32]=[CH:31][C:30](B(O)O)=[CH:29][CH:28]=1.C([O-])([O-])=O.[Na+].[Na+]. The catalyst is COCCOC.C1C=CC([P]([Pd]([P](C2C=CC=CC=2)(C2C=CC=CC=2)C2C=CC=CC=2)([P](C2C=CC=CC=2)(C2C=CC=CC=2)C2C=CC=CC=2)[P](C2C=CC=CC=2)(C2C=CC=CC=2)C2C=CC=CC=2)(C2C=CC=CC=2)C2C=CC=CC=2)=CC=1. The product is [F:24][C:25]([F:36])([F:37])[O:26][C:27]1[CH:32]=[CH:31][C:30]([C:9]2[CH2:10][CH2:11][N:12]([C:15]([O:17][C:18]([CH3:19])([CH3:20])[CH3:21])=[O:16])[CH2:13][CH:14]=2)=[CH:29][CH:28]=1. The yield is 0.520. (4) The reactants are [OH-].[Li+].[CH2:3]([O:10][C:11]1[CH:20]=[CH:19][C:14]([C:15]([O:17]C)=[O:16])=[CH:13][C:12]=1[O:21][CH2:22][CH:23]1[CH2:25][CH2:24]1)[C:4]1[CH:9]=[CH:8][CH:7]=[CH:6][CH:5]=1. The product is [CH2:3]([O:10][C:11]1[CH:20]=[CH:19][C:14]([C:15]([OH:17])=[O:16])=[CH:13][C:12]=1[O:21][CH2:22][CH:23]1[CH2:24][CH2:25]1)[C:4]1[CH:5]=[CH:6][CH:7]=[CH:8][CH:9]=1. The catalyst is O.O1CCCC1. The yield is 0.750. (5) The reactants are Cl[C:2]1[C:7]([Cl:8])=[N:6][CH:5]=[CH:4][N:3]=1.[NH:9]1[CH2:14][CH2:13][O:12][CH2:11][CH2:10]1.CCN(C(C)C)C(C)C.O. The catalyst is CS(C)=O. The product is [Cl:8][C:7]1[C:2]([N:9]2[CH2:14][CH2:13][O:12][CH2:11][CH2:10]2)=[N:3][CH:4]=[CH:5][N:6]=1. The yield is 0.928. (6) The reactants are Br[C:2]1[CH:3]=[CH:4][C:5]([NH:8][CH2:9][C:10]2[CH:15]=[CH:14][C:13]([C:16]([F:19])([F:18])[F:17])=[CH:12][CH:11]=2)=[N:6][CH:7]=1.C([Li])(C)(C)C.CN(C)[CH:27]=[O:28]. The catalyst is O1CCCC1. The product is [F:17][C:16]([F:19])([F:18])[C:13]1[CH:14]=[CH:15][C:10]([CH2:9][NH:8][C:5]2[N:6]=[CH:7][C:2]([CH:27]=[O:28])=[CH:3][CH:4]=2)=[CH:11][CH:12]=1. The yield is 0.560. (7) The reactants are [Cl:1][C:2]1[CH:3]=[C:4]([CH:9]=[C:10]([O:13][CH:14]([CH3:16])[CH3:15])[C:11]=1[OH:12])[C:5]([O:7][CH3:8])=[O:6].[CH3:17]I. No catalyst specified. The product is [Cl:1][C:2]1[CH:3]=[C:4]([CH:9]=[C:10]([O:13][CH:14]([CH3:16])[CH3:15])[C:11]=1[O:12][CH3:17])[C:5]([O:7][CH3:8])=[O:6]. The yield is 0.950. (8) The reactants are [CH3:1][O:2][C:3]1[CH:4]=[C:5]2[C:10](=[CH:11][C:12]=1[O:13][CH3:14])[N:9]=[CH:8][CH:7]=[C:6]2[O:15][C:16]1[CH:22]=[CH:21][C:19]([NH2:20])=[C:18]([F:23])[CH:17]=1.C(N(CC)CC)C.ClC(Cl)(O[C:35](=[O:41])OC(Cl)(Cl)Cl)Cl.[S:43]1[CH:47]=[CH:46][N:45]=[C:44]1[CH:48]([NH2:50])[CH3:49]. The catalyst is C(Cl)(Cl)Cl. The product is [CH3:1][O:2][C:3]1[CH:4]=[C:5]2[C:10](=[CH:11][C:12]=1[O:13][CH3:14])[N:9]=[CH:8][CH:7]=[C:6]2[O:15][C:16]1[CH:22]=[CH:21][C:19]([NH:20][C:35]([NH:50][CH:48]([C:44]2[S:43][CH:47]=[CH:46][N:45]=2)[CH3:49])=[O:41])=[C:18]([F:23])[CH:17]=1. The yield is 0.790. (9) The reactants are [F:1][C:2]1[CH:7]=[CH:6][CH:5]=[CH:4][C:3]=1[C:8]1[N:9]=[N:10][N:11]([CH3:15])[C:12]=1[CH:13]=[O:14].[BH4-].[Na+].[Cl-].[NH4+]. The catalyst is CO. The product is [F:1][C:2]1[CH:7]=[CH:6][CH:5]=[CH:4][C:3]=1[C:8]1[N:9]=[N:10][N:11]([CH3:15])[C:12]=1[CH2:13][OH:14]. The yield is 0.870.